This data is from Full USPTO retrosynthesis dataset with 1.9M reactions from patents (1976-2016). The task is: Predict the reactants needed to synthesize the given product. Given the product [Br:1][C:2]1[C:3]2[N:18]([CH2:19][CH3:20])[C:17]([C:21]3[C:22]([NH2:31])=[N:23][O:27][N:25]=3)=[N:16][C:4]=2[CH:5]=[N:6][C:7]=1[O:8][C:9]1[CH:14]=[CH:13][C:12]([F:15])=[CH:11][CH:10]=1, predict the reactants needed to synthesize it. The reactants are: [Br:1][C:2]1[C:3]2[N:18]([CH2:19][CH3:20])[C:17]([CH2:21][C:22]#[N:23])=[N:16][C:4]=2[CH:5]=[N:6][C:7]=1[O:8][C:9]1[CH:14]=[CH:13][C:12]([F:15])=[CH:11][CH:10]=1.Cl.[N:25]([O-:27])=O.[Na+].CC[N:31](CC)CC.